This data is from Full USPTO retrosynthesis dataset with 1.9M reactions from patents (1976-2016). The task is: Predict the reactants needed to synthesize the given product. Given the product [CH:1]([N:4]1[C:9](=[O:10])[C:8]2[C:14](=[O:16])[CH2:13][C@H:12]([C:17]3[CH:22]=[CH:21][CH:20]=[CH:19][CH:18]=3)[NH:11][C:7]=2[NH:6][C:5]1=[O:23])([CH3:2])[CH3:3], predict the reactants needed to synthesize it. The reactants are: [CH:1]([N:4]1[C:9](=[O:10])[CH:8]=[C:7]([NH:11][C@@H:12]([C:17]2[CH:22]=[CH:21][CH:20]=[CH:19][CH:18]=2)[CH2:13][C:14]([OH:16])=O)[NH:6][C:5]1=[O:23])([CH3:3])[CH3:2].N1C=CC=CC=1.C(Cl)(=O)C.